This data is from Forward reaction prediction with 1.9M reactions from USPTO patents (1976-2016). The task is: Predict the product of the given reaction. (1) Given the reactants Br[C:2]1[CH:3]=[C:4]([N:25]([CH2:32][CH3:33])[CH:26]2[CH2:31][CH2:30][O:29][CH2:28][CH2:27]2)[C:5]([CH3:24])=[C:6]([CH:23]=1)[C:7]([NH:9][CH2:10][C:11]1[C:12](=[O:22])[NH:13][C:14]([CH3:21])=[CH:15][C:16]=1[C:17]([F:20])([F:19])[F:18])=[O:8].CC1(C)OB([C:40]2[CH:41]=[CH:42][C:43]([CH2:46][N:47]3[CH2:52][CH2:51][O:50][CH2:49][CH2:48]3)=[N:44][CH:45]=2)OC1(C)C.C(=O)([O-])[O-].[Na+].[Na+], predict the reaction product. The product is: [CH2:32]([N:25]([CH:26]1[CH2:31][CH2:30][O:29][CH2:28][CH2:27]1)[C:4]1[C:5]([CH3:24])=[C:6]([CH:23]=[C:2]([C:40]2[CH:45]=[N:44][C:43]([CH2:46][N:47]3[CH2:52][CH2:51][O:50][CH2:49][CH2:48]3)=[CH:42][CH:41]=2)[CH:3]=1)[C:7]([NH:9][CH2:10][C:11]1[C:12](=[O:22])[NH:13][C:14]([CH3:21])=[CH:15][C:16]=1[C:17]([F:20])([F:19])[F:18])=[O:8])[CH3:33]. (2) Given the reactants [F:1][C:2]([F:31])([F:30])[C:3]1[CH:4]=[C:5]([C@H:13]([O:15][C@H:16]2[CH2:20][CH2:19][C@@H:18]([NH:21][CH3:22])[C@@H:17]2[C:23]2[CH:28]=[CH:27][C:26]([F:29])=[CH:25][CH:24]=2)[CH3:14])[CH:6]=[C:7]([C:9]([F:12])([F:11])[F:10])[CH:8]=1.Cl[CH2:33][CH2:34][CH2:35][C:36]([O:38][CH3:39])=[O:37].CCN(C(C)C)C(C)C, predict the reaction product. The product is: [F:12][C:9]([F:10])([F:11])[C:7]1[CH:6]=[C:5]([C@H:13]([O:15][C@H:16]2[CH2:20][CH2:19][C@@H:18]([N:21]([CH2:33][CH2:34][CH2:35][C:36]([O:38][CH3:39])=[O:37])[CH3:22])[C@@H:17]2[C:23]2[CH:28]=[CH:27][C:26]([F:29])=[CH:25][CH:24]=2)[CH3:14])[CH:4]=[C:3]([C:2]([F:1])([F:30])[F:31])[CH:8]=1. (3) Given the reactants [OH:1][C@H:2]1[CH2:6][N:5]([CH:7]2[CH2:12][CH2:11][O:10][CH2:9][CH2:8]2)[CH2:4][C@@H:3]1[NH:13][C:14](=[O:29])[CH2:15][NH:16][C:17](=[O:28])[C:18]1[CH:23]=[CH:22][CH:21]=[C:20]([C:24]([F:27])([F:26])[F:25])[CH:19]=1.[H-].[Na+].[CH2:32](Br)[CH:33]=[CH2:34], predict the reaction product. The product is: [CH2:34]([O:1][C@H:2]1[CH2:6][N:5]([CH:7]2[CH2:12][CH2:11][O:10][CH2:9][CH2:8]2)[CH2:4][C@@H:3]1[NH:13][C:14](=[O:29])[CH2:15][NH:16][C:17](=[O:28])[C:18]1[CH:23]=[CH:22][CH:21]=[C:20]([C:24]([F:25])([F:26])[F:27])[CH:19]=1)[CH:33]=[CH2:32].